Dataset: Catalyst prediction with 721,799 reactions and 888 catalyst types from USPTO. Task: Predict which catalyst facilitates the given reaction. (1) Reactant: [F:1][C:2]1[CH:7]=[CH:6][C:5]([N:8]2[CH2:13][CH2:12][N:11]([S:14]([CH2:17][CH:18]([CH2:24][C:25]3[CH:30]=[CH:29][CH:28]=[CH:27][CH:26]=3)[CH2:19][S:20]C(=O)C)(=[O:16])=[O:15])[CH2:10][CH2:9]2)=[CH:4][CH:3]=1.[OH-].[Na+]. Product: [F:1][C:2]1[CH:7]=[CH:6][C:5]([N:8]2[CH2:13][CH2:12][N:11]([S:14]([CH2:17][CH:18]([CH2:24][C:25]3[CH:26]=[CH:27][CH:28]=[CH:29][CH:30]=3)[CH2:19][SH:20])(=[O:16])=[O:15])[CH2:10][CH2:9]2)=[CH:4][CH:3]=1. The catalyst class is: 36. (2) Reactant: C(N(CC)CC)C.Cl.[NH2:9][CH:10]([CH2:14][C:15]1[CH:20]=[CH:19][C:18]([C:21]2[S:22][C:23]3[C:28]([N:29]=2)=[CH:27][CH:26]=[C:25]([C:30]2([C:33]4[CH:38]=[CH:37][CH:36]=[CH:35][CH:34]=4)[CH2:32][CH2:31]2)[N:24]=3)=[C:17]([F:39])[CH:16]=1)[C:11]([OH:13])=[O:12].[CH3:40][C:41]([O:44][C:45](O[C:48]([O:50][C:51]([CH3:54])([CH3:53])[CH3:52])=[O:49])=[O:46])([CH3:43])[CH3:42].Cl. Product: [C:41]([O:44][C:45]([NH:9][C@H:10]([CH2:14][C:15]1[CH:20]=[CH:19][C:18]([C:21]2[S:22][C:23]3[C:28]([N:29]=2)=[CH:27][CH:26]=[C:25]([C:30]2([C:33]4[CH:38]=[CH:37][CH:36]=[CH:35][CH:34]=4)[CH2:32][CH2:31]2)[N:24]=3)=[C:17]([F:39])[CH:16]=1)[C:11]([OH:13])=[O:12])=[O:46])([CH3:43])([CH3:42])[CH3:40].[C:51]([O:50][C:48]([NH:9][C@@H:10]([CH2:14][C:15]1[CH:20]=[CH:19][C:18]([C:21]2[S:22][C:23]3[C:28]([N:29]=2)=[CH:27][CH:26]=[C:25]([C:30]2([C:33]4[CH:38]=[CH:37][CH:36]=[CH:35][CH:34]=4)[CH2:32][CH2:31]2)[N:24]=3)=[C:17]([F:39])[CH:16]=1)[C:11]([OH:13])=[O:12])=[O:49])([CH3:52])([CH3:53])[CH3:54]. The catalyst class is: 249.